The task is: Predict the reactants needed to synthesize the given product.. This data is from Full USPTO retrosynthesis dataset with 1.9M reactions from patents (1976-2016). (1) Given the product [Cl:1][C:2]1[CH:3]=[C:4]2[C:8](=[C:9]([N+:13]([O-:15])=[O:14])[CH:10]=1)[NH:7][C:6](=[O:11])[C:5]2=[O:12], predict the reactants needed to synthesize it. The reactants are: [Cl:1][C:2]1[CH:3]=[C:4]2[C:8](=[CH:9][CH:10]=1)[NH:7][C:6](=[O:11])[C:5]2=[O:12].[N+:13]([O-])([OH:15])=[O:14]. (2) Given the product [CH3:1][N:2]([S:30]([C:33]1[C:34]([CH3:41])=[CH:35][C:36]([CH3:40])=[CH:37][C:38]=1[CH3:39])(=[O:31])=[O:32])[CH2:3][CH2:4][O:5][CH2:46][C:47]([OH:49])=[O:48], predict the reactants needed to synthesize it. The reactants are: [CH3:1][NH:2][CH2:3][CH2:4][OH:5].C(N(CC)CC)C.CC1C(C)=CC=C(C)C=1S(Cl)(=O)=O.OCCN(C)[S:30]([C:33]1[C:38]([CH3:39])=[CH:37][C:36]([CH3:40])=[CH:35][C:34]=1[CH3:41])(=[O:32])=[O:31].[OH-].[Na+].Br[CH2:46][C:47]([O:49]C(C)(C)C)=[O:48].CN(CCOCC([O-])=O)S(C1C(C)=CC(C)=CC=1C)(=O)=O.C(O)(C(F)(F)F)=O.